Dataset: NCI-60 drug combinations with 297,098 pairs across 59 cell lines. Task: Regression. Given two drug SMILES strings and cell line genomic features, predict the synergy score measuring deviation from expected non-interaction effect. (1) Drug 1: CC1=CC=C(C=C1)C2=CC(=NN2C3=CC=C(C=C3)S(=O)(=O)N)C(F)(F)F. Drug 2: CC(C)(C#N)C1=CC(=CC(=C1)CN2C=NC=N2)C(C)(C)C#N. Cell line: NCI-H522. Synergy scores: CSS=-1.33, Synergy_ZIP=-0.540, Synergy_Bliss=-2.13, Synergy_Loewe=-1.31, Synergy_HSA=-1.80. (2) Drug 1: CC1C(C(CC(O1)OC2CC(CC3=C2C(=C4C(=C3O)C(=O)C5=C(C4=O)C(=CC=C5)OC)O)(C(=O)C)O)N)O.Cl. Drug 2: CCC1=C2CN3C(=CC4=C(C3=O)COC(=O)C4(CC)O)C2=NC5=C1C=C(C=C5)O. Cell line: M14. Synergy scores: CSS=22.6, Synergy_ZIP=-1.19, Synergy_Bliss=2.50, Synergy_Loewe=-16.4, Synergy_HSA=2.74. (3) Drug 1: CS(=O)(=O)OCCCCOS(=O)(=O)C. Drug 2: COCCOC1=C(C=C2C(=C1)C(=NC=N2)NC3=CC=CC(=C3)C#C)OCCOC.Cl. Cell line: PC-3. Synergy scores: CSS=7.53, Synergy_ZIP=0.438, Synergy_Bliss=3.28, Synergy_Loewe=3.20, Synergy_HSA=3.36.